From a dataset of Catalyst prediction with 721,799 reactions and 888 catalyst types from USPTO. Predict which catalyst facilitates the given reaction. (1) Reactant: [CH2:1]([N:3](CC)CC)C.Cl.CN[O:11][CH3:12].Cl.C(N=C=N[CH2:19][CH2:20][CH2:21][N:22]([CH3:24])[CH3:23])C.[OH2:25].ON1[C:31]2C=CC=C[C:30]=2N=N1.[CH:36](Cl)(Cl)Cl. Product: [CH3:36][O:25][N:3]([CH3:1])[C:12]([CH2:30][C:31]1[CH2:24][N:22]([CH3:23])[CH2:21][CH2:20][CH:19]=1)=[O:11]. The catalyst class is: 6. (2) Reactant: B(F)(F)F.CCOCC.[CH:10]1([CH:16]2[CH2:21][C:20](O)([C:22]3[CH:27]=[CH:26][CH:25]=[CH:24][CH:23]=3)[CH2:19][CH2:18][N:17]2[C:29]([O:31][CH2:32][C:33]2[CH:38]=[CH:37][CH:36]=[CH:35][CH:34]=2)=[O:30])[CH2:15][CH2:14][CH2:13][CH2:12][CH2:11]1.C(=O)(O)[O-].[Na+]. Product: [CH:10]1([CH:16]2[CH2:21][C:20]([C:22]3[CH:23]=[CH:24][CH:25]=[CH:26][CH:27]=3)=[CH:19][CH2:18][N:17]2[C:29]([O:31][CH2:32][C:33]2[CH:38]=[CH:37][CH:36]=[CH:35][CH:34]=2)=[O:30])[CH2:15][CH2:14][CH2:13][CH2:12][CH2:11]1. The catalyst class is: 2. (3) Reactant: Br[C:2]1[S:6][C:5]([CH2:7][C:8]2[CH:13]=[C:12]([O:14][CH2:15][CH2:16][O:17][CH3:18])[CH:11]=[CH:10][C:9]=2/[CH:19]=[CH:20]/[C:21]([NH:23][S:24]([CH2:27][CH2:28][CH2:29][CH2:30][CH3:31])(=[O:26])=[O:25])=[O:22])=[N:4][CH:3]=1.OB(O)[C:34]1[CH:39]=[CH:38][CH:37]=[CH:36][CH:35]=1.C(=O)([O-])[O-].[Na+].[Na+].O. Product: [CH3:18][O:17][CH2:16][CH2:15][O:14][C:12]1[CH:11]=[CH:10][C:9](/[CH:19]=[CH:20]/[C:21]([NH:23][S:24]([CH2:27][CH2:28][CH2:29][CH2:30][CH3:31])(=[O:26])=[O:25])=[O:22])=[C:8]([CH2:7][C:5]2[S:6][C:2]([C:34]3[CH:39]=[CH:38][CH:37]=[CH:36][CH:35]=3)=[CH:3][N:4]=2)[CH:13]=1. The catalyst class is: 104. (4) The catalyst class is: 3. Product: [CH3:1][OH:2].[C:30]([O-:32])(=[O:31])[CH3:24].[CH3:1][O:2][C:3]1[CH:4]=[CH:5][C:6]([C:9]2[CH:14]=[N:13][C:12]([N:15]3[CH2:20][CH2:19][N:18]([S:21]([C:24]4([C:30]([NH:61][O:60][CH:55]5[CH2:56][CH2:57][CH2:58][CH2:59][O:54]5)=[O:31])[CH2:25][CH2:26][O:27][CH2:28][CH2:29]4)(=[O:22])=[O:23])[CH2:17][CH2:16]3)=[N:11][CH:10]=2)=[CH:7][CH:8]=1. Reactant: [CH3:1][O:2][C:3]1[CH:8]=[CH:7][C:6]([C:9]2[CH:10]=[N:11][C:12]([N:15]3[CH2:20][CH2:19][N:18]([S:21]([C:24]4([C:30]([O:32]C(C)(C)C)=[O:31])[CH2:29][CH2:28][O:27][CH2:26][CH2:25]4)(=[O:23])=[O:22])[CH2:17][CH2:16]3)=[N:13][CH:14]=2)=[CH:5][CH:4]=1.ON1C2C=CC=CC=2N=N1.CN1CCOCC1.[O:54]1[CH2:59][CH2:58][CH2:57][CH2:56][CH:55]1[O:60][NH2:61].Cl.CN(C)CCCN=C=NCC.